Predict the product of the given reaction. From a dataset of Forward reaction prediction with 1.9M reactions from USPTO patents (1976-2016). (1) The product is: [C:1]([N:8]1[CH2:14][CH2:13][CH2:12][N:11]([C:15]2[CH:16]=[C:17]([F:37])[C:18]3[N:19]([C:30]([O:32][C:33]([CH3:36])([CH3:35])[CH3:34])=[O:31])[C:20]4[C:25]([S:26][C:27]=3[CH:28]=2)=[CH:24][C:23]([N:97]2[CH2:102][CH2:101][O:100][CH2:99][CH2:98]2)=[CH:22][CH:21]=4)[CH2:10][CH2:9]1)([O:3][C:4]([CH3:7])([CH3:6])[CH3:5])=[O:2]. Given the reactants [C:1]([N:8]1[CH2:14][CH2:13][CH2:12][N:11]([C:15]2[CH:16]=[C:17]([F:37])[C:18]3[N:19]([C:30]([O:32][C:33]([CH3:36])([CH3:35])[CH3:34])=[O:31])[C:20]4[C:25]([S:26][C:27]=3[CH:28]=2)=[CH:24][C:23](Br)=[CH:22][CH:21]=4)[CH2:10][CH2:9]1)([O:3][C:4]([CH3:7])([CH3:6])[CH3:5])=[O:2].C1(C)C=CC=CC=1.C1C=CC(P(C2C(C3C(P(C4C=CC=CC=4)C4C=CC=CC=4)=CC=C4C=3C=CC=C4)=C3C(C=CC=C3)=CC=2)C2C=CC=CC=2)=CC=1.C([O-])([O-])=O.[Cs+].[Cs+].[NH:97]1[CH2:102][CH2:101][O:100][CH2:99][CH2:98]1, predict the reaction product. (2) Given the reactants [CH2:1]([CH:8]([CH2:17][P:18]([CH:21]([NH:23][C:24](=[O:45])[CH2:25][CH2:26][CH:27]([NH:37]C(OC(C)(C)C)=O)[C:28]([N:30]1[CH2:34][CH2:33][CH2:32][CH:31]1[C:35]#[N:36])=[O:29])[CH3:22])([OH:20])=[O:19])[C:9]([NH:11][CH:12]([CH3:16])[C:13]([OH:15])=[O:14])=[O:10])[C:2]1[CH:7]=[CH:6][CH:5]=[CH:4][CH:3]=1.[F:46][C:47]([F:52])([F:51])[C:48]([OH:50])=[O:49], predict the reaction product. The product is: [F:46][C:47]([F:52])([F:51])[C:48]([OH:50])=[O:49].[NH2:37][CH:27]([C:28]([N:30]1[CH2:34][CH2:33][CH2:32][CH:31]1[C:35]#[N:36])=[O:29])[CH2:26][CH2:25][C:24]([NH:23][CH:21]([P:18]([OH:20])([CH2:17][CH:8]([CH2:1][C:2]1[CH:7]=[CH:6][CH:5]=[CH:4][CH:3]=1)[C:9]([NH:11][CH:12]([CH3:16])[C:13]([OH:15])=[O:14])=[O:10])=[O:19])[CH3:22])=[O:45]. (3) Given the reactants [CH3:1][O:2][C:3]1[CH:16]=[C:15]([N+:17]([O-])=O)[CH:14]=[CH:13][C:4]=1[O:5][CH2:6][C:7]1[CH:12]=[N:11][CH:10]=[CH:9][N:8]=1, predict the reaction product. The product is: [CH3:1][O:2][C:3]1[CH:16]=[C:15]([CH:14]=[CH:13][C:4]=1[O:5][CH2:6][C:7]1[CH:12]=[N:11][CH:10]=[CH:9][N:8]=1)[NH2:17].